Dataset: CYP2D6 inhibition data for predicting drug metabolism from PubChem BioAssay. Task: Regression/Classification. Given a drug SMILES string, predict its absorption, distribution, metabolism, or excretion properties. Task type varies by dataset: regression for continuous measurements (e.g., permeability, clearance, half-life) or binary classification for categorical outcomes (e.g., BBB penetration, CYP inhibition). Dataset: cyp2d6_veith. The compound is CC(CC(=O)O)(CC(=O)O)c1ccccc1. The result is 0 (non-inhibitor).